From a dataset of Retrosynthesis with 50K atom-mapped reactions and 10 reaction types from USPTO. Predict the reactants needed to synthesize the given product. (1) Given the product CC(C)(C)c1cc(NC(=O)C2CN(c3ccc(C(F)(F)F)cn3)CCO2)no1, predict the reactants needed to synthesize it. The reactants are: CC(C)(C)c1cc(NC(=O)C2CNCCO2)no1.FC(F)(F)c1ccc(Br)nc1. (2) Given the product Cc1ccc(-c2ccccc2C#N)cc1, predict the reactants needed to synthesize it. The reactants are: N#Cc1ccccc1-c1ccc(CBr)cc1.